Dataset: Reaction yield outcomes from USPTO patents with 853,638 reactions. Task: Predict the reaction yield, written as a fraction of the theoretical maximum amount of product (1.0 means a 100% yield; for example, 0.34 means a 34% yield). The catalyst is O.CC(OC)(C)C. The yield is 0.620. The reactants are [Cl:1][C:2]1[C:3]([N:10]2[CH:14]=[CH:13][CH:12]=[N:11]2)=[C:4](F)[C:5]([NH2:8])=[N:6][CH:7]=1.[C@H:15]([NH2:19])([CH2:17][CH3:18])[CH3:16].CN1C(=O)CCC1.C(N)(CC)C. The product is [C@H:15]([NH:19][C:4]1[C:5]([NH2:8])=[N:6][CH:7]=[C:2]([Cl:1])[C:3]=1[N:10]1[CH:14]=[CH:13][CH:12]=[N:11]1)([CH2:17][CH3:18])[CH3:16].